Task: Predict the reaction yield, written as a fraction of the theoretical maximum amount of product (1.0 means a 100% yield; for example, 0.34 means a 34% yield).. Dataset: Reaction yield outcomes from USPTO patents with 853,638 reactions (1) The reactants are [Br:1][C:2]1[CH:7]=[CH:6][C:5]([OH:8])=[C:4]([F:9])[CH:3]=1.[C:10]([O:14][C:15]([N:17]1[CH2:23][CH2:22][CH2:21][C@H:18]1[CH2:19]O)=[O:16])([CH3:13])([CH3:12])[CH3:11].C1C=CC(P(C2C=CC=CC=2)C2C=CC=CC=2)=CC=1.CC(OC(/N=N/C(OC(C)C)=O)=O)C. The catalyst is C1COCC1. The product is [Br:1][C:2]1[CH:7]=[CH:6][C:5]([O:8][CH2:19][CH:18]2[CH2:21][CH2:22][CH2:23][N:17]2[C:15]([O:14][C:10]([CH3:11])([CH3:13])[CH3:12])=[O:16])=[C:4]([F:9])[CH:3]=1. The yield is 0.730. (2) No catalyst specified. The reactants are [CH2:1]([O:8][CH2:9][N:10]1[C:15](=[O:16])[C:14]([Br:17])=[N:13][N:12]([CH2:18][C:19](F)(F)C2C=CC=CC=2)[C:11]1=[O:28])[C:2]1[CH:7]=[CH:6][CH:5]=[CH:4][CH:3]=1.[N:29]1(CCO)[C:37]2[C:32](=[CH:33][CH:34]=[CH:35][CH:36]=2)[CH:31]=[N:30]1. The yield is 0.710. The product is [N:29]1([CH2:19][CH2:18][N:12]2[C:11](=[O:28])[N:10]([CH2:9][O:8][CH2:1][C:2]3[CH:3]=[CH:4][CH:5]=[CH:6][CH:7]=3)[C:15](=[O:16])[C:14]([Br:17])=[N:13]2)[C:37]2[C:32](=[CH:33][CH:34]=[CH:35][CH:36]=2)[CH:31]=[N:30]1. (3) The reactants are [C:1]1([CH2:7][C:8](Cl)=[O:9])[CH:6]=[CH:5][CH:4]=[CH:3][CH:2]=1.[Cl:11][C:12]([Cl:21])([Cl:20])[C:13]([C:15]1[NH:16][CH:17]=[CH:18][CH:19]=1)=[O:14].[Cl-].[Cl-].[Cl-].[Al+3]. The catalyst is ClCCl. The product is [Cl:21][C:12]([Cl:11])([Cl:20])[C:13]([C:15]1[NH:16][CH:17]=[C:18]([C:8](=[O:9])[CH2:7][C:1]2[CH:6]=[CH:5][CH:4]=[CH:3][CH:2]=2)[CH:19]=1)=[O:14]. The yield is 0.600. (4) The reactants are [C:1]([NH:11][CH2:12][C:13]([OH:15])=O)([O:3][CH2:4][C:5]1[CH:10]=[CH:9][CH:8]=[CH:7][CH:6]=1)=[O:2].CN1CCOCC1.C(OC(Cl)=O)C(C)C.[CH:31]([NH2:34])([CH3:33])[CH3:32]. The catalyst is C1COCC1. The product is [CH2:4]([O:3][C:1](=[O:2])[NH:11][CH2:12][C:13](=[O:15])[NH:34][CH:31]([CH3:33])[CH3:32])[C:5]1[CH:6]=[CH:7][CH:8]=[CH:9][CH:10]=1. The yield is 0.980.